From a dataset of Full USPTO retrosynthesis dataset with 1.9M reactions from patents (1976-2016). Predict the reactants needed to synthesize the given product. Given the product [CH3:30][C:29]([CH3:32])([CH3:31])[C:28](=[O:33])[CH2:27][N:1]1[CH2:6][CH2:5][CH:4]([CH2:7][NH:8][C:9](=[O:18])[O:10][CH2:11][C:12]2[CH:17]=[CH:16][CH:15]=[CH:14][CH:13]=2)[CH2:3][CH2:2]1, predict the reactants needed to synthesize it. The reactants are: [NH:1]1[CH2:6][CH2:5][CH:4]([CH2:7][NH:8][C:9](=[O:18])[O:10][CH2:11][C:12]2[CH:17]=[CH:16][CH:15]=[CH:14][CH:13]=2)[CH2:3][CH2:2]1.C(N(CC)CC)C.Br[CH2:27][C:28](=[O:33])[C:29]([CH3:32])([CH3:31])[CH3:30].